Task: Regression/Classification. Given a drug SMILES string, predict its absorption, distribution, metabolism, or excretion properties. Task type varies by dataset: regression for continuous measurements (e.g., permeability, clearance, half-life) or binary classification for categorical outcomes (e.g., BBB penetration, CYP inhibition). Dataset: rlm.. Dataset: Rat liver microsome stability data (1) The drug is O=C(NN=Cc1ccc(O)c(O)c1)c1cc2ccccc2cc1O. The result is 1 (stable in rat liver microsomes). (2) The drug is CS(=O)(=O)c1ccccc1-c1csc(N2CCC(C(N)=O)CC2)n1. The result is 0 (unstable in rat liver microsomes). (3) The molecule is COc1cc(Nc2nc(-c3ccncc3)nc3ccccc23)ccc1NS(C)(=O)=O. The result is 1 (stable in rat liver microsomes). (4) The drug is COc1cc(OC)cc(-c2csc(N3CCC(C(N)=O)CC3)n2)c1. The result is 1 (stable in rat liver microsomes). (5) The drug is Cc1ccccc1-c1nc(NCc2cccs2)c2ccccc2n1. The result is 1 (stable in rat liver microsomes). (6) The drug is Fc1ccc(C(c2nnnn2Cc2ccccc2)N2CCN(C3CCC3)CC2)cc1. The result is 1 (stable in rat liver microsomes).